From a dataset of Full USPTO retrosynthesis dataset with 1.9M reactions from patents (1976-2016). Predict the reactants needed to synthesize the given product. (1) Given the product [NH2:1][C:2]1[N:3]=[C:4]([NH:23][CH2:22][CH2:21][NH:20][C:13](=[O:14])[O:15][C:16]([CH3:18])([CH3:17])[CH3:19])[S:5][C:6]=1[C:7]#[N:8], predict the reactants needed to synthesize it. The reactants are: [NH2:1][C:2]1[N:3]=[C:4](S(C)(=O)=O)[S:5][C:6]=1[C:7]#[N:8].[C:13]([NH:20][CH2:21][CH2:22][NH2:23])([O:15][C:16]([CH3:19])([CH3:18])[CH3:17])=[O:14].CCN(C(C)C)C(C)C.O. (2) Given the product [I:22][C:19]1[C:13]2[C:14](=[N:15][CH:16]=[C:11]([CH:8]3[CH2:7][CH2:6][C:5]4([O:4][CH2:3][CH2:2][O:1]4)[CH2:10][CH2:9]3)[CH:12]=2)[NH:17][CH:18]=1, predict the reactants needed to synthesize it. The reactants are: [O:1]1[C:5]2([CH2:10][CH2:9][CH:8]([C:11]3[CH:12]=[C:13]4[CH:19]=[CH:18][NH:17][C:14]4=[N:15][CH:16]=3)[CH2:7][CH2:6]2)[O:4][CH2:3][CH2:2]1.[OH-].[K+].[I:22]I. (3) Given the product [NH2:8][C:9]1[CH:16]=[CH:15][CH:14]=[C:13]([O:7][CH:1]2[CH2:6][CH2:5][CH2:4][CH:3]=[CH:2]2)[C:10]=1[C:11]#[N:12], predict the reactants needed to synthesize it. The reactants are: [CH:1]1([OH:7])[CH2:6][CH2:5][CH2:4][CH:3]=[CH:2]1.[NH2:8][C:9]1[CH:16]=[CH:15][CH:14]=[C:13](F)[C:10]=1[C:11]#[N:12].